Task: Predict the reaction yield, written as a fraction of the theoretical maximum amount of product (1.0 means a 100% yield; for example, 0.34 means a 34% yield).. Dataset: Reaction yield outcomes from USPTO patents with 853,638 reactions (1) The reactants are [Br:1][C:2]1[C:3]([F:22])=[C:4]([NH:9][CH:10]=[C:11]([C:17]([O:19]CC)=O)[C:12]([O:14][CH2:15][CH3:16])=[O:13])[CH:5]=[CH:6][C:7]=1[Cl:8]. The catalyst is O(C1C=CC=CC=1)C1C=CC=CC=1. The product is [Br:1][C:2]1[C:3]([F:22])=[C:4]2[C:5]([C:17]([OH:19])=[C:11]([C:12]([O:14][CH2:15][CH3:16])=[O:13])[CH:10]=[N:9]2)=[CH:6][C:7]=1[Cl:8]. The yield is 0.760. (2) The reactants are [CH:1]([C:4]1[C:8]([CH2:9]O)=[CH:7][N:6]([C:11]2[CH:16]=[CH:15][C:14]([C:17]([F:20])([F:19])[F:18])=[CH:13][N:12]=2)[N:5]=1)([CH3:3])[CH3:2].CC(C)(O)[C:23]#[N:24].C(P(CCCC)CCCC)CCC.N(C(N1CCCCC1)=O)=NC(N1CCCCC1)=O. The catalyst is O1CCCC1. The product is [CH:1]([C:4]1[C:8]([CH2:9][C:23]#[N:24])=[CH:7][N:6]([C:11]2[CH:16]=[CH:15][C:14]([C:17]([F:20])([F:19])[F:18])=[CH:13][N:12]=2)[N:5]=1)([CH3:3])[CH3:2]. The yield is 0.960. (3) The reactants are Cl[C:2]1[N:9]=[CH:8][C:7]([F:10])=[CH:6][C:3]=1[C:4]#[N:5].[NH:11]1[CH2:15][CH2:14][CH2:13][CH2:12]1. No catalyst specified. The product is [F:10][C:7]1[CH:8]=[N:9][C:2]([N:11]2[CH2:15][CH2:14][CH2:13][CH2:12]2)=[C:3]([CH:6]=1)[C:4]#[N:5]. The yield is 0.900. (4) The reactants are C(OC([N:8]1[CH2:13][CH2:12][N:11]([C:14]2[CH:19]=[CH:18][C:17]([F:20])=[C:16]([C:21]([F:24])([F:23])[F:22])[CH:15]=2)[CH2:10][CH2:9]1)=O)(C)(C)C.BrC1C=CC(F)=C(C(F)(F)F)C=1.C(OC(N1CCNCC1)=O)(C)(C)C.[ClH:50].C(OCC)(=O)C. The catalyst is C(OCC)(=O)C. The product is [ClH:50].[F:20][C:17]1[CH:18]=[CH:19][C:14]([N:11]2[CH2:12][CH2:13][NH:8][CH2:9][CH2:10]2)=[CH:15][C:16]=1[C:21]([F:23])([F:22])[F:24]. The yield is 0.750. (5) The reactants are CN1C=CN=C1.[CH:7]1([CH2:12][C@H:13]([CH2:24][C:25]([O:27][C:28]([CH3:31])([CH3:30])[CH3:29])=[O:26])[C:14]([N:16]2[CH:20]([C:21]([OH:23])=O)[CH2:19][CH:18]=[N:17]2)=[O:15])[CH2:11][CH2:10][CH2:9][CH2:8]1.CS(Cl)(=O)=O.[N:37]1[CH:42]=[CH:41][CH:40]=[N:39][C:38]=1[NH2:43]. The catalyst is ClCCl. The product is [CH:7]1([CH2:12][C@@H:13]([C:14](=[O:15])[N:16]2[CH:20]([C:21]([NH:43][C:38]3[N:39]=[CH:40][CH:41]=[CH:42][N:37]=3)=[O:23])[CH2:19][CH:18]=[N:17]2)[CH2:24][C:25]([O:27][C:28]([CH3:30])([CH3:29])[CH3:31])=[O:26])[CH2:11][CH2:10][CH2:9][CH2:8]1. The yield is 0.630. (6) The reactants are [Br:1][C:2]1[C:14]([F:15])=[CH:13][C:5]([C:6]([N:8]2[CH2:12][CH2:11][CH2:10][CH2:9]2)=O)=[C:4]([Cl:16])[CH:3]=1.B.C1COCC1. The catalyst is C1COCC1. The product is [Br:1][C:2]1[C:14]([F:15])=[CH:13][C:5]([CH2:6][N:8]2[CH2:12][CH2:11][CH2:10][CH2:9]2)=[C:4]([Cl:16])[CH:3]=1. The yield is 0.940.